The task is: Predict which catalyst facilitates the given reaction.. This data is from Catalyst prediction with 721,799 reactions and 888 catalyst types from USPTO. (1) Reactant: [OH:1][C:2]1[CH:7]=[C:6]([CH3:8])O[C:4](=[O:9])[CH:3]=1.[F:10][C:11]1[CH:17]=[CH:16][CH:15]=[C:14]([F:18])[C:12]=1[NH2:13]. Product: [F:10][C:11]1[CH:17]=[CH:16][CH:15]=[C:14]([F:18])[C:12]=1[N:13]1[C:6]([CH3:8])=[CH:7][C:2]([OH:1])=[CH:3][C:4]1=[O:9]. The catalyst class is: 6. (2) Reactant: [N:1]1[C:10]2[CH:9]=[CH:8][CH:7]=[C:6]([C:11]([O:13][CH3:14])=[O:12])[C:5]=2[CH:4]=[CH:3][CH:2]=1.C(Cl)Cl.C1C=C(Cl)C=C(C(OO)=[O:26])C=1. Product: [CH3:14][O:13][C:11]([C:6]1[CH:7]=[CH:8][CH:9]=[C:10]2[C:5]=1[CH:4]=[CH:3][CH:2]=[N+:1]2[O-:26])=[O:12]. The catalyst class is: 5. (3) Reactant: C([N:8]1[C@H:13]([CH3:14])[CH2:12][N:11]([C:15]([O:17][C:18]([CH3:21])([CH3:20])[CH3:19])=[O:16])[C@@H:10]([CH3:22])[CH2:9]1)C1C=CC=CC=1.C(O)=O. Product: [CH3:22][C@H:10]1[CH2:9][NH:8][C@H:13]([CH3:14])[CH2:12][N:11]1[C:15]([O:17][C:18]([CH3:20])([CH3:19])[CH3:21])=[O:16]. The catalyst class is: 129. (4) Reactant: C([O:3][C:4](=[O:17])[CH2:5][C:6]1[CH:11]=[CH:10][C:9]([S:12]([CH2:15][CH3:16])(=[O:14])=[O:13])=[CH:8][CH:7]=1)C.[OH-].[Na+]. The catalyst class is: 88. Product: [CH2:15]([S:12]([C:9]1[CH:10]=[CH:11][C:6]([CH2:5][C:4]([OH:17])=[O:3])=[CH:7][CH:8]=1)(=[O:14])=[O:13])[CH3:16]. (5) Reactant: [Br:1][C@@H:2]([CH3:6])[C:3](O)=[O:4].[NH2:7][C:8]1[CH:13]=[CH:12][CH:11]=[C:10]([CH3:14])[CH:9]=1.O.ON1C2C=CC=CC=2N=N1.C1(N=C=NC2CCCCC2)CCCCC1.ClCCl. Product: [Br:1][C@@H:2]([CH3:6])[C:3]([NH:7][C:8]1[CH:13]=[CH:12][CH:11]=[C:10]([CH3:14])[CH:9]=1)=[O:4]. The catalyst class is: 7. (6) Reactant: [NH2:1][C:2]1[N:3]=[C:4]([CH:7]2[CH2:12][CH2:11][N:10]([C:13](=[O:25])[CH2:14][N:15]3[C:19]([CH3:20])=[CH:18][C:17]([C:21]([F:24])([F:23])[F:22])=[N:16]3)[CH2:9][CH2:8]2)[S:5][CH:6]=1.C(N(C(C)C)CC)(C)C.[C:35]1([S:41](Cl)(=[O:43])=[O:42])[CH:40]=[CH:39][CH:38]=[CH:37][CH:36]=1. Product: [CH3:20][C:19]1[N:15]([CH2:14][C:13]([N:10]2[CH2:11][CH2:12][CH:7]([C:4]3[S:5][CH:6]=[C:2]([NH:1][S:41]([C:35]4[CH:40]=[CH:39][CH:38]=[CH:37][CH:36]=4)(=[O:43])=[O:42])[N:3]=3)[CH2:8][CH2:9]2)=[O:25])[N:16]=[C:17]([C:21]([F:24])([F:23])[F:22])[CH:18]=1. The catalyst class is: 44.